This data is from Experimentally validated miRNA-target interactions with 360,000+ pairs, plus equal number of negative samples. The task is: Binary Classification. Given a miRNA mature sequence and a target amino acid sequence, predict their likelihood of interaction. (1) The miRNA is hsa-miR-365b-3p with sequence UAAUGCCCCUAAAAAUCCUUAU. The protein sequence of the target gene is MASVWKRLQRVGKHASKFQFVASYQELMVECTKKWQPDKLVVVWTRRSRRKSSKAHSWQPGIKNPYRGVVVWPVPENIEITVTLFKDPHAEEFEDKEWTFVIENESPSGRRKALATSSINMKQYASPMPTQTDVKLKFKPLSKKVVSAALQFSLSCIFLREGKATDEDMQSLASLMSMKQADIGNLDDFEEDNEDDDENRVNQEEKAAKITEIVNQLNALSSLDEDQDDCIKQANMRSAKSASSSEELINKLNFLDEAEKDLATVNSNPFDDPDAAELNPFGDPDSEEPITETASPRKTE.... Result: 0 (no interaction). (2) The protein sequence of the target gene is MEWPARLCGLWALLLCAGGGGGGGGAAPTETQPPVTNLSVSVENLCTVIWTWNPPEGASSNCSLWYFSHFGDKQDKKIAPETRRSIEVPLNERICLQVGSQCSTNESEKPSILVEKCISPPEGDPESAVTELQCIWHNLSYMKCSWLPGRNTSPDTNYTLYYWHRSLEKIHQCENIFREGQYFGCSFDLTKVKDSSFEQHSVQIMVKDNAGKIKPSFNIVPLTSRVKPDPPHIKNLSFHNDDLYVQWENPQNFISRCLFYEVEVNNSQTETHNVFYVQEAKCENPEFERNVENTSCFMVP.... The miRNA is mmu-miR-876-3p with sequence UAGUGGUUUACAAAGUAAUUCA. Result: 0 (no interaction). (3) The miRNA is hsa-miR-126-3p with sequence UCGUACCGUGAGUAAUAAUGCG. The protein sequence of the target gene is MQGPLLLPGLCFLLSLFGAVTQKTKTSCAKCPPNASCVNNTHCTCNHGYTSGSGQKLFTFPLETCNDINECTPPYSVYCGFNAVCYNVEGSFYCQCVPGYRLHSGNEQFSNSNENTCQDTTSSKTTEGRKELQKIVDKFESLLTNQTLWRTEGRQEISSTATTILRDVESKVLETALKDPEQKVLKIQNDSVAIETQAITDNCSEERKTFNLNVQMNSMDIRCSDIIQGDTQGPSAIAFISYSSLGNIINATFFEEMDKKDQVYLNSQVVSAAIGPKRNVSLSKSVTLTFQHVKMTPSTK.... Result: 0 (no interaction).